This data is from Peptide-MHC class II binding affinity with 134,281 pairs from IEDB. The task is: Regression. Given a peptide amino acid sequence and an MHC pseudo amino acid sequence, predict their binding affinity value. This is MHC class II binding data. (1) The peptide sequence is TIAATSFAAAGLAAL. The MHC is HLA-DQA10301-DQB10302 with pseudo-sequence HLA-DQA10301-DQB10302. The binding affinity (normalized) is 0.276. (2) The peptide sequence is ESWGAVWRIDTPDKL. The MHC is DRB4_0101 with pseudo-sequence DRB4_0103. The binding affinity (normalized) is 0.357. (3) The peptide sequence is KAAVAAAASVPAADK. The MHC is HLA-DQA10101-DQB10501 with pseudo-sequence HLA-DQA10101-DQB10501. The binding affinity (normalized) is 0.0107. (4) The peptide sequence is PLSWSKEIYNYMEPY. The MHC is DRB1_1001 with pseudo-sequence DRB1_1001. The binding affinity (normalized) is 0.550. (5) The peptide sequence is QVPLVQQQQYLGQQQP. The MHC is HLA-DQA10301-DQB10302 with pseudo-sequence HLA-DQA10301-DQB10302. The binding affinity (normalized) is 0.243. (6) The peptide sequence is PDNVKPIYIVTPTNA. The MHC is DRB1_1001 with pseudo-sequence DRB1_1001. The binding affinity (normalized) is 0.494. (7) The peptide sequence is PTPLAKEDFLRCLVK. The MHC is HLA-DPA10103-DPB10301 with pseudo-sequence HLA-DPA10103-DPB10301. The binding affinity (normalized) is 0.0601. (8) The peptide sequence is NRRLRTAVLAPTRVVAA. The MHC is DRB5_0101 with pseudo-sequence DRB5_0101. The binding affinity (normalized) is 0.350. (9) The peptide sequence is ASRELERFAVNPGLL. The MHC is HLA-DQA10101-DQB10501 with pseudo-sequence HLA-DQA10101-DQB10501. The binding affinity (normalized) is 0.351.